From a dataset of Catalyst prediction with 721,799 reactions and 888 catalyst types from USPTO. Predict which catalyst facilitates the given reaction. (1) Reactant: [NH2:1][C:2]1[N:10]=[C:9]2[C:5]([N:6]=[CH:7][N:8]2[C@H:11]2[C@:15]([CH3:17])([OH:16])[C@H:14]([F:18])[C@@H:13]([CH2:19][OH:20])[O:12]2)=[C:4]([O:21]C)[N:3]=1.CCN(C(C)C)C(C)C.[Na+].[I-].C[Si](Cl)(C)C.C(N(CC)CC)C. Product: [NH2:1][C:2]1[NH:3][C:4](=[O:21])[C:5]2[N:6]=[CH:7][N:8]([C@H:11]3[C@@:15]([OH:16])([CH3:17])[C@H:14]([F:18])[C@@H:13]([CH2:19][OH:20])[O:12]3)[C:9]=2[N:10]=1. The catalyst class is: 10. (2) Reactant: [F:1][C:2]1[CH:7]=[CH:6][C:5]([C:8]2[C:12]3[C:13](=[O:17])[NH:14][CH2:15][CH2:16][C:11]=3[S:10][CH:9]=2)=[CH:4][CH:3]=1.I[C:19]1[CH:20]=[N:21][CH:22]=[CH:23][C:24]=1[CH3:25].P([O-])([O-])([O-])=O.[K+].[K+].[K+]. Product: [F:1][C:2]1[CH:3]=[CH:4][C:5]([C:8]2[C:12]3[C:13](=[O:17])[N:14]([C:19]4[CH:20]=[N:21][CH:22]=[CH:23][C:24]=4[CH3:25])[CH2:15][CH2:16][C:11]=3[S:10][CH:9]=2)=[CH:6][CH:7]=1. The catalyst class is: 246. (3) Reactant: [CH:1]1([C:7]2[CH:15]=[CH:14][C:10]([C:11]([OH:13])=O)=[CH:9][CH:8]=2)[CH2:6][CH2:5][CH2:4][CH2:3][CH2:2]1.C1C=CC2N(O)N=NC=2C=1.CN(C(ON1N=NC2C=CC=CC1=2)=[N+](C)C)C.F[P-](F)(F)(F)(F)F.C(N(CC)CC)C.Cl.[C:58]([C:61]1([C:67]2[CH:72]=[CH:71][CH:70]=[CH:69][CH:68]=2)[CH2:66][CH2:65][NH:64][CH2:63][CH2:62]1)(=[O:60])[CH3:59]. Product: [CH:1]1([C:7]2[CH:8]=[CH:9][C:10]([C:11]([N:64]3[CH2:65][CH2:66][C:61]([C:58](=[O:60])[CH3:59])([C:67]4[CH:68]=[CH:69][CH:70]=[CH:71][CH:72]=4)[CH2:62][CH2:63]3)=[O:13])=[CH:14][CH:15]=2)[CH2:2][CH2:3][CH2:4][CH2:5][CH2:6]1. The catalyst class is: 39. (4) Reactant: [H-].[Na+].[F:3][C:4]1[CH:9]=[C:8]([CH3:10])[C:7]([OH:11])=[C:6]([I:12])[CH:5]=1.[H][H].Cl[CH2:16][Si:17]([CH2:22]Cl)([CH2:20][CH3:21])[CH2:18][CH3:19]. Product: [CH2:18]([Si:17]([CH2:20][CH3:21])([CH2:22][O:11][C:7]1[C:8]([CH3:10])=[CH:9][C:4]([F:3])=[CH:5][C:6]=1[I:12])[CH2:16][O:11][C:7]1[C:8]([CH3:10])=[CH:9][C:4]([F:3])=[CH:5][C:6]=1[I:12])[CH3:19]. The catalyst class is: 35.